The task is: Predict which catalyst facilitates the given reaction.. This data is from Catalyst prediction with 721,799 reactions and 888 catalyst types from USPTO. (1) Reactant: [C:1]([O:5][C:6]([N:8]1[CH2:12][C@H:11]([O:13][CH2:14][CH2:15][CH3:16])[CH2:10][C@@H:9]1[C@@H:17]([O:41][Si:42]([C:45]([CH3:48])([CH3:47])[CH3:46])([CH3:44])[CH3:43])[C@@H:18]([NH:28][C:29]([C:31]1[CH:32]=[C:33]([CH:37]=[C:38]([CH3:40])[CH:39]=1)[C:34]([OH:36])=O)=[O:30])[CH2:19][C:20]1[CH:25]=[C:24]([F:26])[CH:23]=[C:22]([F:27])[CH:21]=1)=[O:7])([CH3:4])([CH3:3])[CH3:2].CCN(C(C)C)C(C)C.CN(C(ON1N=NC2C=CC=NC1=2)=[N+](C)C)C.F[P-](F)(F)(F)(F)F.[CH3:82][O:83][CH2:84][C@H:85]1[CH2:89][CH2:88][CH2:87][NH:86]1. Product: [Si:42]([O:41][C@H:17]([C@H:9]1[CH2:10][C@@H:11]([O:13][CH2:14][CH2:15][CH3:16])[CH2:12][N:8]1[C:6]([O:5][C:1]([CH3:4])([CH3:3])[CH3:2])=[O:7])[C@@H:18]([NH:28][C:29](=[O:30])[C:31]1[CH:39]=[C:38]([CH3:40])[CH:37]=[C:33]([C:34]([N:86]2[CH2:87][CH2:88][CH2:89][C@@H:85]2[CH2:84][O:83][CH3:82])=[O:36])[CH:32]=1)[CH2:19][C:20]1[CH:21]=[C:22]([F:27])[CH:23]=[C:24]([F:26])[CH:25]=1)([C:45]([CH3:47])([CH3:48])[CH3:46])([CH3:44])[CH3:43]. The catalyst class is: 96. (2) Reactant: [C:1]([O:5][C:6]([N:8]1[CH2:13][CH2:12][NH:11][CH2:10][CH2:9]1)=[O:7])([CH3:4])([CH3:3])[CH3:2].[Br:14][C:15]1[CH:16]=[C:17]([CH:20]=[CH:21][C:22]=1[Br:23])[CH:18]=O.[BH-](OC(C)=O)(OC(C)=O)OC(C)=O.[Na+].[OH-].[K+]. Product: [C:1]([O:5][C:6]([N:8]1[CH2:13][CH2:12][N:11]([CH2:18][C:17]2[CH:20]=[CH:21][C:22]([Br:23])=[C:15]([Br:14])[CH:16]=2)[CH2:10][CH2:9]1)=[O:7])([CH3:4])([CH3:2])[CH3:3]. The catalyst class is: 2.